The task is: Predict the product of the given reaction.. This data is from Forward reaction prediction with 1.9M reactions from USPTO patents (1976-2016). The product is: [CH3:19][N:20](/[CH:22]=[C:10]1\[CH2:9][CH:8]([C:5]2[CH:4]=[CH:3][C:2](/[N:1]=[CH:19]\[N:20]([CH3:22])[CH3:21])=[CH:7][CH:6]=2)[C:17]2[C:12]([C:11]\1=[O:18])=[CH:13][CH:14]=[CH:15][CH:16]=2)[CH3:21]. Given the reactants [NH2:1][C:2]1[CH:7]=[CH:6][C:5]([CH:8]2[C:17]3[C:12](=[CH:13][CH:14]=[CH:15][CH:16]=3)[C:11](=[O:18])[CH2:10][CH2:9]2)=[CH:4][CH:3]=1.[CH3:19][N:20]([CH:22](OC)OC)[CH3:21], predict the reaction product.